This data is from Reaction yield outcomes from USPTO patents with 853,638 reactions. The task is: Predict the reaction yield, written as a fraction of the theoretical maximum amount of product (1.0 means a 100% yield; for example, 0.34 means a 34% yield). (1) The reactants are IC.[Cl:3][C:4]1[C:5]([C:18]([OH:20])=[O:19])=[N:6][CH:7]=[C:8]([CH2:10][O:11][C:12]2[CH:17]=[CH:16][CH:15]=[CH:14][CH:13]=2)[CH:9]=1.[C:21]([O-])([O-])=O.[K+].[K+]. The catalyst is CN(C=O)C. The product is [CH3:21][O:19][C:18]([C:5]1[C:4]([Cl:3])=[CH:9][C:8]([CH2:10][O:11][C:12]2[CH:17]=[CH:16][CH:15]=[CH:14][CH:13]=2)=[CH:7][N:6]=1)=[O:20]. The yield is 0.730. (2) The yield is 0.930. The catalyst is CO. The product is [CH2:9]([C:6]1[CH:7]=[CH:8][C:3]([O:2][CH3:1])=[CH:4][C:5]=1[CH3:19])[CH2:10][CH2:11][CH2:12][C:13]#[CH:14]. The reactants are [CH3:1][O:2][C:3]1[CH:8]=[CH:7][C:6]([CH2:9][CH2:10][CH2:11][CH2:12][C:13]#[C:14][Si](C)(C)C)=[C:5]([CH3:19])[CH:4]=1.[OH-].[Na+]. (3) The reactants are [Li+].C[Si]([N-][Si](C)(C)C)(C)C.[CH3:11][N:12]([C:25](=[O:28])[CH2:26][CH3:27])[N:13]=[C:14]([C:20]([O:22]CC)=O)[C:15]([O:17][CH2:18][CH3:19])=[O:16]. The catalyst is C1COCC1. The product is [OH:22][C:20]1[C:14]([C:15]([O:17][CH2:18][CH3:19])=[O:16])=[N:13][N:12]([CH3:11])[C:25](=[O:28])[C:26]=1[CH3:27]. The yield is 0.610. (4) The reactants are [OH:1][C@@:2]1([C:9]#[C:10][C:11]2[CH:12]=[C:13]([N:17]3[C:25]4[CH:24]=[C:23]([CH3:26])[N:22]=[CH:21][C:20]=4[C:19]([C:27]([O:29]C)=O)=[N:18]3)[CH:14]=[CH:15][CH:16]=2)[CH2:6][CH2:5][N:4]([CH3:7])[C:3]1=[O:8].[NH3:31]. No catalyst specified. The product is [OH:1][C@@:2]1([C:9]#[C:10][C:11]2[CH:12]=[C:13]([N:17]3[C:25]4[CH:24]=[C:23]([CH3:26])[N:22]=[CH:21][C:20]=4[C:19]([C:27]([NH2:31])=[O:29])=[N:18]3)[CH:14]=[CH:15][CH:16]=2)[CH2:6][CH2:5][N:4]([CH3:7])[C:3]1=[O:8]. The yield is 0.410. (5) The reactants are [CH:1]1([CH2:7][N:8]2[C:12]([CH2:13][CH2:14][N:15]3[CH2:20][CH2:19][N:18]([C:21]4[CH:26]=[CH:25][CH:24]=[C:23]([N+:27]([O-:29])=[O:28])[CH:22]=4)[CH2:17][CH2:16]3)=[N:11][NH:10][C:9]2=[O:30])[CH2:6][CH2:5][CH2:4][CH2:3][CH2:2]1.[H-].[Na+].[CH3:33]I. The catalyst is CN(C=O)C. The product is [CH:1]1([CH2:7][N:8]2[C:12]([CH2:13][CH2:14][N:15]3[CH2:16][CH2:17][N:18]([C:21]4[CH:26]=[CH:25][CH:24]=[C:23]([N+:27]([O-:29])=[O:28])[CH:22]=4)[CH2:19][CH2:20]3)=[N:11][N:10]([CH3:33])[C:9]2=[O:30])[CH2:6][CH2:5][CH2:4][CH2:3][CH2:2]1. The yield is 0.940. (6) The yield is 0.980. The product is [CH3:12][O:11][C:5]1[CH:10]=[CH:9][C:8]([C:13](=[O:16])[CH2:14][CH3:15])=[CH:7][CH:6]=1. The catalyst is ClCCl. The reactants are [Cl-].[Al+3].[Cl-].[Cl-].[C:5]1([O:11][CH3:12])[CH:10]=[CH:9][CH:8]=[CH:7][CH:6]=1.[C:13](Cl)(=[O:16])[CH2:14][CH3:15].